Dataset: Full USPTO retrosynthesis dataset with 1.9M reactions from patents (1976-2016). Task: Predict the reactants needed to synthesize the given product. Given the product [CH:6]([OH:7])=[O:5].[NH:8]1[CH2:14][CH2:13][CH2:12][C@H:11]([O:15][C:16]2[CH:21]=[C:20]([F:22])[CH:19]=[CH:18][C:17]=2[C:23]([N:25]2[CH2:39][C:28]3=[C:29]4[N:34]([N:35]=[C:27]3[CH2:26]2)[C:33]([CH3:36])=[C:32]([Cl:37])[C:31]([CH3:38])=[N:30]4)=[O:24])[CH2:10][CH2:9]1, predict the reactants needed to synthesize it. The reactants are: C([O:5][C:6]([N:8]1[CH2:14][CH2:13][CH2:12][C@H:11]([O:15][C:16]2[CH:21]=[C:20]([F:22])[CH:19]=[CH:18][C:17]=2[C:23]([N:25]2[CH2:39][C:28]3=[C:29]4[N:34]([N:35]=[C:27]3[CH2:26]2)[C:33]([CH3:36])=[C:32]([Cl:37])[C:31]([CH3:38])=[N:30]4)=[O:24])[CH2:10][CH2:9]1)=[O:7])(C)(C)C.Cl.